Dataset: Peptide-MHC class II binding affinity with 134,281 pairs from IEDB. Task: Regression. Given a peptide amino acid sequence and an MHC pseudo amino acid sequence, predict their binding affinity value. This is MHC class II binding data. (1) The peptide sequence is KNWMTETLLVQNANPDCKTI. The MHC is HLA-DPA10301-DPB10402 with pseudo-sequence HLA-DPA10301-DPB10402. The binding affinity (normalized) is 0.843. (2) The peptide sequence is YDKFMANVSTVLTGK. The MHC is DRB1_0101 with pseudo-sequence DRB1_0101. The binding affinity (normalized) is 0.843.